This data is from Forward reaction prediction with 1.9M reactions from USPTO patents (1976-2016). The task is: Predict the product of the given reaction. (1) Given the reactants [N:1]1[C:10]2[C:5](=[CH:6][CH:7]=[CH:8][CH:9]=2)[N:4]=[CH:3][C:2]=1[CH:11]=O.[C:13](#[N:17])[CH2:14][C:15]#[N:16].[OH:18][C:19]1[CH:27]=[CH:26][CH:25]=[C:24]2[C:20]=1[CH:21]=[CH:22][NH:23]2, predict the reaction product. The product is: [NH2:16][C:15]1[O:18][CH:19]2[C:20]3[C:24](=[CH:25][CH:26]=[C:27]2[CH:11]([C:2]2[CH:3]=[N:4][C:5]4[C:10](=[CH:9][CH:8]=[CH:7][CH:6]=4)[N:1]=2)[C:14]=1[C:13]#[N:17])[N:23]=[CH:22][CH:21]=3. (2) Given the reactants N[C:2]1[N:7]=[CH:6][C:5]([C:8]2[CH:13]=[CH:12][C:11]([C@@H:14]([N:16]3[CH2:21][CH2:20][C@:19]([CH2:28][CH2:29][CH2:30][OH:31])([C:22]4[CH:27]=[CH:26][CH:25]=[CH:24][CH:23]=4)[O:18][C:17]3=[O:32])[CH3:15])=[CH:10][CH:9]=2)=[CH:4][CH:3]=1.[OH-:33].[Na+], predict the reaction product. The product is: [OH:31][CH2:30][CH2:29][CH2:28][C@@:19]1([C:22]2[CH:27]=[CH:26][CH:25]=[CH:24][CH:23]=2)[O:18][C:17](=[O:32])[N:16]([C@H:14]([C:11]2[CH:10]=[CH:9][C:8]([C:5]3[CH:4]=[CH:3][C:2](=[O:33])[NH:7][CH:6]=3)=[CH:13][CH:12]=2)[CH3:15])[CH2:21][CH2:20]1. (3) Given the reactants [Br:1][C:2]1[CH:7]=[C:6]([N+:8]([O-])=O)[C:5]([F:11])=[CH:4][C:3]=1[CH3:12].[CH:13]([Mg]Br)=[CH2:14].O, predict the reaction product. The product is: [Br:1][C:2]1[C:3]([CH3:12])=[CH:4][C:5]([F:11])=[C:6]2[C:7]=1[CH:13]=[CH:14][NH:8]2. (4) Given the reactants [Br:1][C:2]1[CH:7]=[CH:6][C:5]([S:8]([CH:11]2[CH2:13][CH2:12]2)(=[O:10])=[O:9])=[CH:4][CH:3]=1.[CH3:14]N(CCN(C)C)C.[Li]CCCC.IC, predict the reaction product. The product is: [Br:1][C:2]1[CH:7]=[CH:6][C:5]([S:8]([C:11]2([CH3:14])[CH2:13][CH2:12]2)(=[O:10])=[O:9])=[CH:4][CH:3]=1. (5) Given the reactants [CH3:1][C:2]1([CH3:19])[C:11]2[C:6](=[CH:7][CH:8]=[C:9]([C:12]#[C:13][Si:14]([CH3:17])([CH3:16])[CH3:15])[CH:10]=2)[CH2:5][C:4](=O)[CH2:3]1.[CH:20]([NH2:23])([CH3:22])[CH3:21].[C:24]([BH3-])#N.[Na+].C(=O)([O-])[O-].[K+].[K+].CI, predict the reaction product. The product is: [CH:20]([N:23]([CH3:24])[CH:5]1[C:6]2[C:11](=[CH:10][C:9]([C:12]#[C:13][Si:14]([CH3:17])([CH3:16])[CH3:15])=[CH:8][CH:7]=2)[C:2]([CH3:19])([CH3:1])[CH2:3][CH2:4]1)([CH3:22])[CH3:21]. (6) Given the reactants [Br:1][C:2]1[CH:7]=[C:6]([CH3:8])[C:5](N)=[C:4]([CH3:10])[CH:3]=1.N([O-])=O.[Na+].[Cu](C#N)[C:16]#[N:17].[C-]#N.[Na+].C(=O)([O-])[O-].[Na+].[Na+], predict the reaction product. The product is: [Br:1][C:2]1[CH:7]=[C:6]([CH3:8])[C:5]([C:16]#[N:17])=[C:4]([CH3:10])[CH:3]=1.